This data is from Reaction yield outcomes from USPTO patents with 853,638 reactions. The task is: Predict the reaction yield, written as a fraction of the theoretical maximum amount of product (1.0 means a 100% yield; for example, 0.34 means a 34% yield). The reactants are [Cl:1][C:2]1[CH:3]=[CH:4][C:5]([CH2:8][O:9][C:10]2[CH:15]=[CH:14][NH:13][C:12](=[O:16])[CH:11]=2)=[N:6][CH:7]=1.Br[C:18]1[CH:19]=[CH:20][C:21]([N:24]2[CH2:28][CH2:27][CH:26]([NH:29][CH3:30])[CH2:25]2)=[N:22][CH:23]=1.[C@@H]1(N)CCCC[C@H]1N.C([O-])([O-])=O.[K+].[K+]. The catalyst is O1CCOCC1.[Cu]I. The product is [Cl:1][C:2]1[CH:3]=[CH:4][C:5]([CH2:8][O:9][C:10]2[CH:15]=[CH:14][N:13]([C:18]3[CH:23]=[N:22][C:21]([N:24]4[CH2:28][CH2:27][CH:26]([NH:29][CH3:30])[CH2:25]4)=[CH:20][CH:19]=3)[C:12](=[O:16])[CH:11]=2)=[N:6][CH:7]=1. The yield is 0.180.